Dataset: Cav3 T-type calcium channel HTS with 100,875 compounds. Task: Binary Classification. Given a drug SMILES string, predict its activity (active/inactive) in a high-throughput screening assay against a specified biological target. (1) The compound is O(C(=O)c1c(CCC(OC)=O)c([nH]c1C)C(OC)=O)CC. The result is 0 (inactive). (2) The compound is O=c1[nH]c2c(cc1C(N1CCN(CC1)CC)c1n(nnn1)C(CC)(C)C)cc1OCOc1c2. The result is 0 (inactive). (3) The compound is o1c2c(cc(c3nc4n(c3)cc(cc4)C)c1=O)cccc2OCC. The result is 0 (inactive). (4) The molecule is S(CC(=O)N1CCN(CC1)c1c(OC)cccc1)c1[nH]c2c(n1)cccc2. The result is 0 (inactive). (5) The compound is S(=O)(=O)(NCCCOC(C)C)c1cc2CCN(c2cc1)C(=O)C. The result is 0 (inactive). (6) The molecule is s1c(C(Oc2cc3occ(Oc4cc(cc(c4)C)C)c(=O)c3cc2)=O)ccc1. The result is 0 (inactive).